Dataset: Peptide-MHC class I binding affinity with 185,985 pairs from IEDB/IMGT. Task: Regression. Given a peptide amino acid sequence and an MHC pseudo amino acid sequence, predict their binding affinity value. This is MHC class I binding data. (1) The peptide sequence is VKQGPKEPF. The MHC is Mamu-B17 with pseudo-sequence Mamu-B17. The binding affinity (normalized) is 0. (2) The peptide sequence is YLIIQNRTW. The MHC is HLA-B07:02 with pseudo-sequence HLA-B07:02. The binding affinity (normalized) is 0.350. (3) The peptide sequence is QIYAGIKVR. The MHC is HLA-A29:02 with pseudo-sequence HLA-A29:02. The binding affinity (normalized) is 0. (4) The peptide sequence is RPQNLYTLW. The MHC is Mamu-B17 with pseudo-sequence Mamu-B17. The binding affinity (normalized) is 0.480. (5) The peptide sequence is RRGPEQTQG. The MHC is HLA-A31:01 with pseudo-sequence HLA-A31:01. The binding affinity (normalized) is 0.0847. (6) The peptide sequence is RGRGVAIHR. The MHC is HLA-B08:03 with pseudo-sequence HLA-B08:03. The binding affinity (normalized) is 0.0847. (7) The peptide sequence is KYPYDFFV. The MHC is Mamu-A01 with pseudo-sequence Mamu-A01. The binding affinity (normalized) is 0.241. (8) The peptide sequence is FAGPVSQHNY. The MHC is HLA-B53:01 with pseudo-sequence HLA-B53:01. The binding affinity (normalized) is 0.438. (9) The peptide sequence is RNTANQKPK. The MHC is HLA-A68:01 with pseudo-sequence HLA-A68:01. The binding affinity (normalized) is 0.304. (10) The peptide sequence is VPPTNSINK. The MHC is HLA-A26:01 with pseudo-sequence HLA-A26:01. The binding affinity (normalized) is 0.0847.